Dataset: Peptide-MHC class I binding affinity with 185,985 pairs from IEDB/IMGT. Task: Regression. Given a peptide amino acid sequence and an MHC pseudo amino acid sequence, predict their binding affinity value. This is MHC class I binding data. (1) The binding affinity (normalized) is 0.784. The MHC is HLA-A23:01 with pseudo-sequence HLA-A23:01. The peptide sequence is FFQDIPIFF. (2) The peptide sequence is NAPNHEGI. The MHC is Mamu-A02 with pseudo-sequence Mamu-A02. The binding affinity (normalized) is 0. (3) The peptide sequence is MMMSTAVAF. The MHC is HLA-A32:07 with pseudo-sequence HLA-A32:07. The binding affinity (normalized) is 0.579. (4) The peptide sequence is TTQIIKLLPF. The MHC is HLA-A01:01 with pseudo-sequence HLA-A01:01. The binding affinity (normalized) is 0.266. (5) The peptide sequence is YMYDFILRF. The MHC is HLA-C06:02 with pseudo-sequence HLA-C06:02. The binding affinity (normalized) is 0.346. (6) The peptide sequence is IPQSLDSWGTSL. The MHC is H-2-Ld with pseudo-sequence H-2-Ld. The binding affinity (normalized) is 0.547. (7) The MHC is HLA-A02:02 with pseudo-sequence HLA-A02:02. The peptide sequence is YLIKQILFV. The binding affinity (normalized) is 0.797. (8) The peptide sequence is LILAEYIRHR. The MHC is HLA-A11:01 with pseudo-sequence HLA-A11:01. The binding affinity (normalized) is 0.390.